Dataset: Full USPTO retrosynthesis dataset with 1.9M reactions from patents (1976-2016). Task: Predict the reactants needed to synthesize the given product. (1) Given the product [CH3:1][N:2]1[CH2:7][CH2:6][CH:5]([CH2:8][OH:9])[CH2:4][CH2:3]1, predict the reactants needed to synthesize it. The reactants are: [CH3:1][N:2]1[CH2:7][CH2:6][CH:5]([C:8](O)=[O:9])[CH2:4][CH2:3]1.O1CCCC1. (2) The reactants are: Br[CH:2]([CH3:11])[C:3](=O)[CH:4]([CH3:9])[C:5]([O:7][CH3:8])=[O:6].[CH2:12](O)C.[NH2:15][C:16]([NH2:18])=[S:17]. Given the product [NH2:15][C:16]1[S:17][C:2]([CH3:11])=[C:3]([CH:4]([CH3:9])[C:5]([O:7][CH2:8][CH3:12])=[O:6])[N:18]=1, predict the reactants needed to synthesize it. (3) Given the product [CH3:26][C:27]1[CH:34]=[C:33]([CH2:35][CH2:36][CH3:37])[CH:32]=[CH:31][C:28]=1[CH2:29][NH:30][C:22]([C@H:6]1[CH2:5][N:4]([C:1](=[O:3])[CH3:2])[CH2:9][CH2:8][N:7]1[S:10]([C:13]1[CH:18]=[CH:17][C:16]([CH:19]([CH3:21])[CH3:20])=[CH:15][CH:14]=1)(=[O:12])=[O:11])=[O:24], predict the reactants needed to synthesize it. The reactants are: [C:1]([N:4]1[CH2:9][CH2:8][N:7]([S:10]([C:13]2[CH:18]=[CH:17][C:16]([CH:19]([CH3:21])[CH3:20])=[CH:15][CH:14]=2)(=[O:12])=[O:11])[C@@H:6]([C:22]([OH:24])=O)[CH2:5]1)(=[O:3])[CH3:2].Cl.[CH3:26][C:27]1[CH:34]=[C:33]([CH2:35][CH2:36][CH3:37])[CH:32]=[CH:31][C:28]=1[CH2:29][NH2:30].O.ON1C2C=CC=CC=2N=N1.Cl.C(N=C=NCCCN(C)C)C. (4) Given the product [CH2:1]([N:8]1[CH:12]=[CH:11][CH:10]=[C:9]1[Si:20]([CH2:23][CH3:24])([CH2:25][CH3:26])[CH2:21][CH3:22])[C:2]1[CH:3]=[CH:4][CH:5]=[CH:6][CH:7]=1, predict the reactants needed to synthesize it. The reactants are: [CH2:1]([N:8]1[C:12]([Si](CC)(CC)CC)=[CH:11][CH:10]=[C:9]1[Si:20]([CH2:25][CH3:26])([CH2:23][CH3:24])[CH2:21][CH3:22])[C:2]1[CH:7]=[CH:6][CH:5]=[CH:4][CH:3]=1.[Na+].[Cl-].